The task is: Predict the reactants needed to synthesize the given product.. This data is from Full USPTO retrosynthesis dataset with 1.9M reactions from patents (1976-2016). (1) Given the product [CH2:14]([C:11]1[CH:12]=[CH:13][C:8]([C:6]2[CH:5]=[CH:4][N:3]=[C:2]([NH:18][CH2:19][CH2:20][C:21]3[CH:26]=[CH:25][C:24]([OH:27])=[C:23]([O:28][CH3:29])[CH:22]=3)[N:7]=2)=[CH:9][CH:10]=1)[CH:15]([CH3:17])[CH3:16], predict the reactants needed to synthesize it. The reactants are: Cl[C:2]1[N:7]=[C:6]([C:8]2[CH:13]=[CH:12][C:11]([CH2:14][CH:15]([CH3:17])[CH3:16])=[CH:10][CH:9]=2)[CH:5]=[CH:4][N:3]=1.[NH2:18][CH2:19][CH2:20][C:21]1[CH:26]=[CH:25][C:24]([OH:27])=[C:23]([O:28][CH3:29])[CH:22]=1. (2) Given the product [Cl:12][C:10]1[C:9]2[C:4](=[CH:5][CH:6]=[C:7]([O:14][CH3:13])[CH:8]=2)[N:3]=[CH:2][CH:11]=1, predict the reactants needed to synthesize it. The reactants are: Cl[C:2]1[CH:11]=[C:10]([Cl:12])[C:9]2[C:4](=[CH:5][CH:6]=[CH:7][CH:8]=2)[N:3]=1.[CH3:13][O-:14].[Na+]. (3) Given the product [CH3:1][C:2]1[CH:3]=[C:4]([NH:20][C:21]2[N:26]=[C:25]([C:27]([N:30]3[CH2:35][CH2:34][NH:33][CH2:32][CH2:31]3)=[O:28])[CH:24]=[CH:23][N:22]=2)[CH:5]=[C:6]([C:8]2[S:12][C:11]([C:13]([OH:19])([CH3:18])[C:14]([F:16])([F:17])[F:15])=[N:10][CH:9]=2)[CH:7]=1.[C:13]([OH:19])([C:14]([F:17])([F:16])[F:15])=[O:37], predict the reactants needed to synthesize it. The reactants are: [CH3:1][C:2]1[CH:3]=[C:4]([NH:20][C:21]2[N:26]=[C:25]([C:27](O)=[O:28])[CH:24]=[CH:23][N:22]=2)[CH:5]=[C:6]([C:8]2[S:12][C:11]([C:13]([OH:19])([CH3:18])[C:14]([F:17])([F:16])[F:15])=[N:10][CH:9]=2)[CH:7]=1.[N:30]1(C(OC(C)(C)C)=[O:37])[CH2:35][CH2:34][NH:33][CH2:32][CH2:31]1.CCN(C(C)C)C(C)C.F[P-](F)(F)(F)(F)F.N1(O[P+](N(C)C)(N(C)C)N(C)C)C2C=CC=CC=2N=N1. (4) Given the product [F:2][C:3]1[CH:8]=[C:7]([S:9]([NH2:10])(=[O:12])=[O:11])[CH:6]=[CH:5][C:4]=1[N:13]1[C:19]([C:21]2[CH:26]=[CH:25][C:24]([C:27]3[N:28]=[CH:29][S:30][CH:31]=3)=[C:23]([CH3:32])[CH:22]=2)=[CH:18][C:17]([C:16]([F:35])([F:34])[F:15])=[N:14]1, predict the reactants needed to synthesize it. The reactants are: Cl.[F:2][C:3]1[CH:8]=[C:7]([S:9](=[O:12])(=[O:11])[NH2:10])[CH:6]=[CH:5][C:4]=1[NH:13][NH2:14].[F:15][C:16]([F:35])([F:34])[C:17](=O)[CH2:18][C:19]([C:21]1[CH:26]=[CH:25][C:24]([C:27]2[N:28]=[CH:29][S:30][CH:31]=2)=[C:23]([CH3:32])[CH:22]=1)=O. (5) Given the product [CH3:1][C:2]([C:6]1[CH:11]=[CH:10][CH:9]=[CH:8][CH:7]=1)([CH3:5])[CH:3]=[O:22], predict the reactants needed to synthesize it. The reactants are: [CH3:1][C:2]([C:6]1[CH:11]=[CH:10][CH:9]=[CH:8][CH:7]=1)([CH3:5])[C:3]#N.[H-].C([Al+]CC(C)C)C(C)C.[OH2:22].Cl.